This data is from Catalyst prediction with 721,799 reactions and 888 catalyst types from USPTO. The task is: Predict which catalyst facilitates the given reaction. (1) Reactant: FC(F)(F)S(O[C:7]1[C:16]2[C:11](=[CH:12][CH:13]=[CH:14][CH:15]=2)[C:10]([N+:17]([O-:19])=[O:18])=[CH:9][C:8]=1[N+:20]([O-:22])=[O:21])(=O)=O.[Na+].[I-:26]. Product: [I:26][C:7]1[C:16]2[C:11](=[CH:12][CH:13]=[CH:14][CH:15]=2)[C:10]([N+:17]([O-:19])=[O:18])=[CH:9][C:8]=1[N+:20]([O-:22])=[O:21]. The catalyst class is: 25. (2) Reactant: [CH2:1]([O:3][C:4]1[CH:5]=[C:6]([CH2:15][C:16]([OH:18])=O)[CH:7]=[CH:8][C:9]=1[C:10]([O:12][CH2:13][CH3:14])=[O:11])[CH3:2].C1(B(O)O)C=CC=CC=1.[CH3:28][CH:29]([CH3:45])[CH2:30][C@H:31]([NH2:44])[C:32]1[CH:37]=[CH:36][CH:35]=[CH:34][C:33]=1[N:38]1[CH2:43][CH2:42][CH2:41][CH2:40][CH2:39]1. Product: [CH2:1]([O:3][C:4]1[CH:5]=[C:6]([CH2:15][C:16]([NH:44][C@H:31]([C:32]2[CH:37]=[CH:36][CH:35]=[CH:34][C:33]=2[N:38]2[CH2:39][CH2:40][CH2:41][CH2:42][CH2:43]2)[CH2:30][CH:29]([CH3:45])[CH3:28])=[O:18])[CH:7]=[CH:8][C:9]=1[C:10]([O:12][CH2:13][CH3:14])=[O:11])[CH3:2]. The catalyst class is: 11. (3) Reactant: [NH:1]1[CH:5]=[C:4]([CH2:6][CH2:7][CH2:8][CH2:9][CH2:10][CH:11]2[CH2:16][CH2:15][NH:14][CH2:13][CH2:12]2)[N:3]=[N:2]1.[CH3:17][C:18]1[N:19]=[N:20][N:21]([CH2:23][C:24]2[CH:34]=[C:33]([C:35]([F:38])([F:37])[F:36])[CH:32]=[CH:31][C:25]=2[O:26][CH2:27][C:28](O)=[O:29])[N:22]=1.C(N(CC)CC)C.C(P1(=O)OP(CCC)(=O)OP(CCC)(=O)O1)CC. Product: [NH:1]1[CH:5]=[C:4]([CH2:6][CH2:7][CH2:8][CH2:9][CH2:10][CH:11]2[CH2:16][CH2:15][N:14]([C:28](=[O:29])[CH2:27][O:26][C:25]3[CH:31]=[CH:32][C:33]([C:35]([F:37])([F:38])[F:36])=[CH:34][C:24]=3[CH2:23][N:21]3[N:20]=[N:19][C:18]([CH3:17])=[N:22]3)[CH2:13][CH2:12]2)[N:3]=[N:2]1. The catalyst class is: 329. (4) Reactant: [CH2:1]([O:3][C:4]1[C:13]2[C:8](=[CH:9][CH:10]=[C:11]([CH:14]=O)[CH:12]=2)[N:7]=[CH:6][C:5]=1[C:16]#[N:17])[CH3:2].[S:18]1[CH2:24][C:22](=[O:23])[NH:21][C:19]1=[S:20].C([O-])(=O)C.[NH4+]. Product: [CH2:1]([O:3][C:4]1[C:13]2[C:8](=[CH:9][CH:10]=[C:11](/[CH:14]=[C:24]3/[C:22](=[O:23])[NH:21][C:19](=[S:20])[S:18]/3)[CH:12]=2)[N:7]=[CH:6][C:5]=1[C:16]#[N:17])[CH3:2]. The catalyst class is: 11. (5) Reactant: [OH-].[Na+].[C:3]1(=[O:13])[NH:7][C:6](=[O:8])[C:5]2=[CH:9][CH:10]=[CH:11][CH:12]=[C:4]12.[Na].C(O)(=O)C1C(=CC=CC=1)C(O)=[O:19].Cl. Product: [OH:19][N:7]1[C:3](=[O:13])[C:4]2=[CH:12][CH:11]=[CH:10][CH:9]=[C:5]2[C:6]1=[O:8]. The catalyst class is: 17. (6) Reactant: [NH:1]1[C:9]2[C:4](=[CH:5][CH:6]=[CH:7][CH:8]=2)[CH:3]=[C:2]1[C:10]1[CH:11]=[C:12]([C:18]2[CH:23]=[C:22]([CH3:24])[C:21]([OH:25])=[C:20]([CH3:26])[CH:19]=2)[N:13]=[N:14][C:15]=1[O:16]C.C[Si](Cl)(C)C.[I-].[K+]. Product: [OH:25][C:21]1[C:22]([CH3:24])=[CH:23][C:18]([C:12]2[CH:11]=[C:10]([C:2]3[NH:1][C:9]4[C:4]([CH:3]=3)=[CH:5][CH:6]=[CH:7][CH:8]=4)[C:15](=[O:16])[NH:14][N:13]=2)=[CH:19][C:20]=1[CH3:26]. The catalyst class is: 47.